This data is from Full USPTO retrosynthesis dataset with 1.9M reactions from patents (1976-2016). The task is: Predict the reactants needed to synthesize the given product. (1) Given the product [C:7]([O-:16])(=[O:15])[CH2:8][CH2:9][CH2:10][CH2:11][CH2:12][CH2:13][CH3:14].[CH3:2][N+:3]([CH3:6])([CH3:5])[CH3:4], predict the reactants needed to synthesize it. The reactants are: [OH-].[CH3:2][N+:3]([CH3:6])([CH3:5])[CH3:4].[C:7]([OH:16])(=[O:15])[CH2:8][CH2:9][CH2:10][CH2:11][CH2:12][CH2:13][CH3:14]. (2) The reactants are: [F:1][C:2]1[CH:53]=[N:52][C:5]2[N:6]([C:31]3[CH:32]=[C:33]([C:37]4[CH:42]=[CH:41][CH:40]=[C:39]([CH2:43][NH:44]C(=O)OC(C)(C)C)[CH:38]=4)[CH:34]=[CH:35][CH:36]=3)[C:7](=[O:30])[N:8]([C@H:11]3[CH2:16][CH2:15][C@@H:14]([NH:17][C:18]([C:20]4[N:21]=[C:22]5[CH:27]=[CH:26][C:25]([F:28])=[CH:24][N:23]5[CH:29]=4)=[O:19])[CH2:13][CH2:12]3)[C:9](=[O:10])[C:4]=2[CH:3]=1.[ClH:54]. Given the product [ClH:54].[NH2:44][CH2:43][C:39]1[CH:38]=[C:37]([C:33]2[CH:34]=[CH:35][CH:36]=[C:31]([N:6]3[C:5]4[N:52]=[CH:53][C:2]([F:1])=[CH:3][C:4]=4[C:9](=[O:10])[N:8]([C@@H:11]4[CH2:16][CH2:15][C@H:14]([NH:17][C:18]([C:20]5[N:21]=[C:22]6[CH:27]=[CH:26][C:25]([F:28])=[CH:24][N:23]6[CH:29]=5)=[O:19])[CH2:13][CH2:12]4)[C:7]3=[O:30])[CH:32]=2)[CH:42]=[CH:41][CH:40]=1, predict the reactants needed to synthesize it.